This data is from Full USPTO retrosynthesis dataset with 1.9M reactions from patents (1976-2016). The task is: Predict the reactants needed to synthesize the given product. (1) Given the product [Cl:26][C:27]1[CH:32]=[C:31]([Cl:33])[CH:30]=[CH:29][C:28]=1[C:2]1[S:10][C:9]2[C:8](=[O:11])[N:7]([C:12]3[CH:23]=[CH:22][C:15]([O:16][CH2:17][C:18]([CH3:21])([OH:20])[CH3:19])=[C:14]([O:24][CH3:25])[CH:13]=3)[CH:6]=[N:5][C:4]=2[CH:3]=1, predict the reactants needed to synthesize it. The reactants are: Br[C:2]1[S:10][C:9]2[C:8](=[O:11])[N:7]([C:12]3[CH:23]=[CH:22][C:15]([O:16][CH2:17][C:18]([CH3:21])([OH:20])[CH3:19])=[C:14]([O:24][CH3:25])[CH:13]=3)[CH:6]=[N:5][C:4]=2[CH:3]=1.[Cl:26][C:27]1[CH:32]=[C:31]([Cl:33])[CH:30]=[CH:29][C:28]=1B(O)O.C([O-])([O-])=O.[Na+].[Na+].N#N. (2) Given the product [N:36]1[CH:41]=[CH:40][CH:39]=[C:38]([NH:42][C:43]([N:45]2[CH2:46][CH:47]([O:49][C:50]3[CH:55]=[CH:54][C:53]([C:2]4[CH:7]=[C:6]([O:8][CH2:9][CH2:10][O:11][CH3:12])[CH:5]=[CH:4][C:3]=4[O:13][CH3:14])=[CH:52][N:51]=3)[CH2:48]2)=[O:44])[N:37]=1, predict the reactants needed to synthesize it. The reactants are: Br[C:2]1[CH:7]=[C:6]([O:8][CH2:9][CH2:10][O:11][CH3:12])[CH:5]=[CH:4][C:3]=1[O:13][CH3:14].B(OC(C)C)(OC(C)C)OC(C)C.C([Li])CCC.B(O)O.[N:36]1[CH:41]=[CH:40][CH:39]=[C:38]([NH:42][C:43]([N:45]2[CH2:48][CH:47]([O:49][C:50]3[CH:55]=[CH:54][C:53](I)=[CH:52][N:51]=3)[CH2:46]2)=[O:44])[N:37]=1. (3) Given the product [Cl:1][S:2]([C:19]1[CH:18]=[CH:17][C:9]([O:10][CH2:11][C:12]([O:14][CH2:15][CH3:16])=[O:13])=[CH:8][C:7]=1[CH3:6])(=[O:5])=[O:3], predict the reactants needed to synthesize it. The reactants are: [Cl:1][S:2]([OH:5])(=O)=[O:3].[CH3:6][C:7]1[CH:8]=[C:9]([CH:17]=[CH:18][CH:19]=1)[O:10][CH2:11][C:12]([O:14][CH2:15][CH3:16])=[O:13]. (4) Given the product [CH3:1][O:2][C:3](=[O:16])[CH2:4][C:5]1[CH:10]=[CH:9][CH:8]=[C:7]([O:11][CH2:12][CH2:13][CH2:14][N:21]([CH2:20][C:19]2[CH:30]=[CH:31][CH:32]=[C:33]([C:34]([F:37])([F:35])[F:36])[C:18]=2[Cl:17])[CH2:22][CH:23]([C:25]2[S:26][CH:27]=[CH:28][CH:29]=2)[CH3:24])[CH:6]=1, predict the reactants needed to synthesize it. The reactants are: [CH3:1][O:2][C:3](=[O:16])[CH2:4][C:5]1[CH:10]=[CH:9][CH:8]=[C:7]([O:11][CH2:12][CH2:13][CH2:14]Br)[CH:6]=1.[Cl:17][C:18]1[C:33]([C:34]([F:37])([F:36])[F:35])=[CH:32][CH:31]=[CH:30][C:19]=1[CH2:20][NH:21][CH2:22][CH:23]([C:25]1[S:26][CH:27]=[CH:28][CH:29]=1)[CH3:24].C(=O)([O-])[O-].[K+].[K+]. (5) Given the product [CH:23]1([CH2:29][CH2:30][CH2:31][CH:32]=[O:33])[CH2:28][CH2:27][CH2:26][CH2:25][CH2:24]1, predict the reactants needed to synthesize it. The reactants are: CC(OI1(OC(C)=O)(OC(C)=O)OC(=O)C2C=CC=CC1=2)=O.[CH:23]1([CH2:29][CH2:30][CH2:31][CH2:32][OH:33])[CH2:28][CH2:27][CH2:26][CH2:25][CH2:24]1.C(OCC)C.[OH-].[Na+]. (6) Given the product [O:3]1[CH2:4][CH2:5][CH2:6][O:1][CH:2]1[C:7]1[CH:8]=[C:9]2[C:13](=[CH:14][CH:15]=1)[NH:12][N:11]=[C:10]2[N:24]([CH2:26][CH2:27][CH2:28][O:29][CH3:30])[CH3:25], predict the reactants needed to synthesize it. The reactants are: [O:1]1[CH2:6][CH2:5][CH2:4][O:3][CH:2]1[C:7]1[CH:8]=[C:9]2[C:13](=[CH:14][CH:15]=1)[N:12](COCC[Si](C)(C)C)[N:11]=[C:10]2[N:24]([CH2:26][CH2:27][CH2:28][O:29][CH3:30])[CH3:25].[F-].C([N+](CCCC)(CCCC)CCCC)CCC.C(N)CN. (7) Given the product [CH:1]1([O:6][C:7]2[CH:8]=[C:9]([N:15]([CH2:23][C:24]3[CH:25]=[N:26][CH:27]=[CH:28][CH:29]=3)[C:16]3[CH:21]=[CH:20][C:19]([O:22][CH2:33][C:34]([O:36][CH2:37][CH3:38])=[O:35])=[CH:18][CH:17]=3)[CH:10]=[CH:11][C:12]=2[O:13][CH3:14])[CH2:2][CH2:3][CH2:4][CH2:5]1, predict the reactants needed to synthesize it. The reactants are: [CH:1]1([O:6][C:7]2[CH:8]=[C:9]([N:15]([CH2:23][C:24]3[CH:25]=[N:26][CH:27]=[CH:28][CH:29]=3)[C:16]3[CH:21]=[CH:20][C:19]([OH:22])=[CH:18][CH:17]=3)[CH:10]=[CH:11][C:12]=2[O:13][CH3:14])[CH2:5][CH2:4][CH2:3][CH2:2]1.[H-].[Na+].Br[CH2:33][C:34]([O:36][CH2:37][CH3:38])=[O:35].[NH4+].[Cl-].